This data is from Catalyst prediction with 721,799 reactions and 888 catalyst types from USPTO. The task is: Predict which catalyst facilitates the given reaction. (1) Reactant: [CH3:1][N:2]1[CH2:15][CH2:14][C:5]2[NH:6][C:7]3[CH:8]=[CH:9][C:10]([CH3:13])=[CH:11][C:12]=3[C:4]=2[CH2:3]1.[F:16][C:17]([F:27])([F:26])[C:18]1[N:23]=[CH:22][C:21]([CH:24]=[CH2:25])=[CH:20][N:19]=1.[OH-].[K+]. Product: [F:27][C:17]([F:16])([F:26])[C:18]1[N:19]=[CH:20][C:21]([CH2:24][CH2:25][N:6]2[C:7]3[CH:8]=[CH:9][C:10]([CH3:13])=[CH:11][C:12]=3[C:4]3[CH2:3][N:2]([CH3:1])[CH2:15][CH2:14][C:5]2=3)=[CH:22][N:23]=1. The catalyst class is: 37. (2) Reactant: [F:1][C:2]1[CH:7]=[C:6]([O:8][CH2:9][CH:10]2[CH2:15][CH2:14][N:13]([CH2:16][C:17]([F:20])([CH3:19])[CH3:18])[CH2:12][CH2:11]2)[CH:5]=[CH:4][C:3]=1[C:21]1[N:22]=[CH:23][C:24]([C:27]([O:29]C)=[O:28])=[N:25][CH:26]=1.O[Li].O. Product: [F:1][C:2]1[CH:7]=[C:6]([O:8][CH2:9][CH:10]2[CH2:15][CH2:14][N:13]([CH2:16][C:17]([F:20])([CH3:19])[CH3:18])[CH2:12][CH2:11]2)[CH:5]=[CH:4][C:3]=1[C:21]1[N:22]=[CH:23][C:24]([C:27]([OH:29])=[O:28])=[N:25][CH:26]=1. The catalyst class is: 6. (3) Reactant: I[CH2:2][CH2:3][CH:4]1[CH2:9][CH2:8][N:7]([C:10]2[CH:15]=[C:14]([O:16][CH3:17])[C:13]([N+:18]([O-:20])=[O:19])=[CH:12][C:11]=2[CH3:21])[CH2:6][CH2:5]1.[CH3:22][S-:23].[Na+]. Product: [CH3:21][C:11]1[CH:12]=[C:13]([N+:18]([O-:20])=[O:19])[C:14]([O:16][CH3:17])=[CH:15][C:10]=1[N:7]1[CH2:8][CH2:9][CH:4]([CH2:3][CH2:2][S:23][CH3:22])[CH2:5][CH2:6]1. The catalyst class is: 31. (4) Reactant: [OH-].[Na+].[Cl:3][C:4]1[N:9]=[C:8]([N:10]2[CH2:15][CH2:14][O:13][CH2:12][C@H:11]2[CH3:16])[CH:7]=[C:6]([CH2:17][S:18]([CH3:21])(=[O:20])=[O:19])[N:5]=1.Br[CH2:23][CH2:24]Br.CCOC(C)=O. Product: [Cl:3][C:4]1[N:9]=[C:8]([N:10]2[CH2:15][CH2:14][O:13][CH2:12][C@H:11]2[CH3:16])[CH:7]=[C:6]([C:17]2([S:18]([CH3:21])(=[O:20])=[O:19])[CH2:24][CH2:23]2)[N:5]=1. The catalyst class is: 596.